Dataset: CYP2C9 inhibition data for predicting drug metabolism from PubChem BioAssay. Task: Regression/Classification. Given a drug SMILES string, predict its absorption, distribution, metabolism, or excretion properties. Task type varies by dataset: regression for continuous measurements (e.g., permeability, clearance, half-life) or binary classification for categorical outcomes (e.g., BBB penetration, CYP inhibition). Dataset: cyp2c9_veith. (1) The molecule is Nc1nc(N)c2nn(-c3ccc(C(=O)O)cc3)nc2n1. The result is 0 (non-inhibitor). (2) The compound is CC(C)(C)OC(=O)[C@H]([C@@H]1N[C@@H](C(=O)O)C(C)(C)S1)N1C(=O)c2ccccc2C1=O. The result is 0 (non-inhibitor). (3) The compound is CCOc1ccccc1N1CN(CC)CNC1=S. The result is 0 (non-inhibitor). (4) The molecule is N#CC[N+]1(Cc2ccccn2)CCCC1.O=S(=O)(O)c1ccccc1. The result is 0 (non-inhibitor). (5) The compound is OC(Cn1c2ccccc2c2ccccc21)C[n+]1cccc2ccccc21.[O-][Cl+3]([O-])([O-])[O-]. The result is 0 (non-inhibitor). (6) The drug is C=CCn1c(Cc2ccc(OC)cc2)nnc1SCC(=O)c1cccc([N+](=O)[O-])c1. The result is 1 (inhibitor). (7) The compound is COc1ccc(CCN2C(=O)C(O)=C(C(=O)c3ccco3)C2c2cccs2)cc1OC. The result is 1 (inhibitor). (8) The compound is Cc1nc2cnc(N(C)C)nc2n(C)c1=O. The result is 0 (non-inhibitor). (9) The molecule is CC(=O)c1c(C)[nH]c(C(=O)COc2cc(C)cc(C)c2)c1C. The result is 1 (inhibitor).